Task: Predict which catalyst facilitates the given reaction.. Dataset: Catalyst prediction with 721,799 reactions and 888 catalyst types from USPTO Reactant: [CH2:1]([N:8]1[C:12]([NH2:13])=[C:11]([C:14]2[CH:19]=[CH:18][C:17]([Br:20])=[C:16]([O:21][CH3:22])[CH:15]=2)[C:10]([CH:23]2[CH2:25][CH2:24]2)=[N:9]1)[C:2]1[CH:7]=[CH:6][CH:5]=[CH:4][CH:3]=1.[CH2:26]=O. Product: [CH2:1]([N:8]1[C:12]2[N:13]=[CH:26][C:19]3[CH:18]=[C:17]([Br:20])[C:16]([O:21][CH3:22])=[CH:15][C:14]=3[C:11]=2[C:10]([CH:23]2[CH2:25][CH2:24]2)=[N:9]1)[C:2]1[CH:7]=[CH:6][CH:5]=[CH:4][CH:3]=1. The catalyst class is: 67.